Task: Predict which catalyst facilitates the given reaction.. Dataset: Catalyst prediction with 721,799 reactions and 888 catalyst types from USPTO (1) Reactant: N1C(N[C:7]([C:9]2[S:13][C:12]3[CH:14]=[CH:15][C:16]([O:18][CH2:19][CH3:20])=[CH:17][C:11]=3[C:10]=2Cl)=[O:8])=NN=N1.[OH-:22].[Na+]. Product: [CH2:19]([O:18][C:16]1[CH:15]=[CH:14][C:12]2[S:13][C:9]([C:7]([OH:22])=[O:8])=[CH:10][C:11]=2[CH:17]=1)[CH3:20]. The catalyst class is: 1. (2) Reactant: [C:1]([C:4]1[N:9]=[C:8]2[N:10]([CH2:13][C:14]3[CH:15]=[C:16]4[C:21](=[CH:22][CH:23]=3)[N:20]=[CH:19][C:18]([C:24](=O)[CH3:25])=[CH:17]4)[N:11]=[N:12][C:7]2=[N:6][CH:5]=1)(=O)[CH3:2].[NH2:27][O:28][CH2:29][CH2:30][OH:31]. Product: [OH:31][CH2:30][CH2:29][O:28]/[N:27]=[C:24](/[C:18]1[CH:19]=[N:20][C:21]2[C:16]([CH:17]=1)=[CH:15][C:14]([CH2:13][N:10]1[C:8]3=[N:9][C:4](/[C:1](=[N:27]/[O:28][CH2:29][CH2:30][OH:31])/[CH3:2])=[CH:5][N:6]=[C:7]3[N:12]=[N:11]1)=[CH:23][CH:22]=2)\[CH3:25]. The catalyst class is: 130. (3) Reactant: C[O:2][C:3](=[O:32])[CH2:4][C:5]1[CH:14]=[C:13]([CH:15]2[CH2:20][CH2:19][N:18]([S:21]([C:24]3[CH:29]=[CH:28][C:27]([CH3:30])=[CH:26][CH:25]=3)(=[O:23])=[O:22])[CH2:17][CH2:16]2)[C:12]2[C:7](=[CH:8][CH:9]=[C:10]([F:31])[CH:11]=2)[CH:6]=1.O.[OH-].[Li+]. Product: [F:31][C:10]1[CH:11]=[C:12]2[C:7](=[CH:8][CH:9]=1)[CH:6]=[C:5]([CH2:4][C:3]([OH:32])=[O:2])[CH:14]=[C:13]2[CH:15]1[CH2:20][CH2:19][N:18]([S:21]([C:24]2[CH:25]=[CH:26][C:27]([CH3:30])=[CH:28][CH:29]=2)(=[O:23])=[O:22])[CH2:17][CH2:16]1. The catalyst class is: 20. (4) Reactant: [CH2:1]([OH:9])[CH2:2][CH2:3][CH2:4][CH2:5][CH2:6][CH:7]=[CH2:8].[H-].[Na+].[CH3:12][O:13][C:14]1[CH:21]=[CH:20][C:17]([CH2:18]Cl)=[CH:16][CH:15]=1. Product: [CH3:12][O:13][C:14]1[CH:21]=[CH:20][C:17]([CH2:18][O:9][CH2:1][CH2:2][CH2:3][CH2:4][CH2:5][CH2:6][CH:7]=[CH2:8])=[CH:16][CH:15]=1. The catalyst class is: 3.